From a dataset of Forward reaction prediction with 1.9M reactions from USPTO patents (1976-2016). Predict the product of the given reaction. Given the reactants [CH:1]([N:4]1[C:9](=[O:10])[C:8]([C:11]([O:13]CC)=[O:12])=[CH:7][C:6]2[CH:16]=[CH:17][S:18][C:5]1=2)([CH3:3])[CH3:2].[OH-].[Na+], predict the reaction product. The product is: [CH:1]([N:4]1[C:9](=[O:10])[C:8]([C:11]([OH:13])=[O:12])=[CH:7][C:6]2[CH:16]=[CH:17][S:18][C:5]1=2)([CH3:3])[CH3:2].